Predict the reaction yield, written as a fraction of the theoretical maximum amount of product (1.0 means a 100% yield; for example, 0.34 means a 34% yield). From a dataset of Reaction yield outcomes from USPTO patents with 853,638 reactions. (1) The reactants are [F:1][C:2]1[CH:10]=[CH:9][C:8]([CH2:11][C:12]2[C:21]3[C:16](=[CH:17][CH:18]=[CH:19][CH:20]=3)[C:15](=[O:22])[NH:14][N:13]=2)=[CH:7][C:3]=1[C:4](O)=[O:5].[N:23]1(C(OC(C)(C)C)=O)[CH2:29][CH2:28][CH2:27][NH:26][CH2:25][CH2:24]1. No catalyst specified. The product is [N:23]1([C:4]([C:3]2[CH:7]=[C:8]([CH:9]=[CH:10][C:2]=2[F:1])[CH2:11][C:12]2[C:21]3[C:16](=[CH:17][CH:18]=[CH:19][CH:20]=3)[C:15](=[O:22])[NH:14][N:13]=2)=[O:5])[CH2:29][CH2:28][CH2:27][NH:26][CH2:25][CH2:24]1. The yield is 0.680. (2) The reactants are [CH3:1][N:2]([C@@H:10]([CH3:45])[C:11]([NH:13][C@H:14]1[C@H:20]([CH3:21])[N:19]([C:22](=[O:28])[CH2:23][S:24]([CH3:27])(=[O:26])=[O:25])[C:18]2[CH:29]=[CH:30][CH:31]=[CH:32][C:17]=2[N:16]([CH2:33][C:34]2[C:43]3[C:38](=[CH:39][CH:40]=[CH:41][CH:42]=3)[N:37]=[CH:36][CH:35]=2)[C:15]1=[O:44])=[O:12])C(=O)OC(C)(C)C.[ClH:46]. The catalyst is O1CCOCC1.CCOCC. The product is [ClH:46].[CH3:21][C@@H:20]1[N:19]([C:22](=[O:28])[CH2:23][S:24]([CH3:27])(=[O:26])=[O:25])[C:18]2[CH:29]=[CH:30][CH:31]=[CH:32][C:17]=2[N:16]([CH2:33][C:34]2[C:43]3[C:38](=[CH:39][CH:40]=[CH:41][CH:42]=3)[N:37]=[CH:36][CH:35]=2)[C:15](=[O:44])[C@H:14]1[NH:13][C:11](=[O:12])[C@@H:10]([NH:2][CH3:1])[CH3:45]. The yield is 0.857. (3) The reactants are [N:1]1([C:7]2[N:12]=[CH:11][C:10]([NH:13][C:14]([C:16]3[S:20][C:19]4[CH:21]=[CH:22][CH:23]=[C:24]([Cl:25])[C:18]=4[CH:17]=3)=[O:15])=[CH:9][CH:8]=2)[CH2:6][CH2:5][NH:4][CH2:3][CH2:2]1.[CH3:26][C:27]1([CH3:34])[CH2:32][C:31](=[O:33])[O:30][C:28]1=[O:29]. The catalyst is C(Cl)Cl. The product is [Cl:25][C:24]1[C:18]2[CH:17]=[C:16]([C:14]([NH:13][C:10]3[CH:9]=[CH:8][C:7]([N:1]4[CH2:6][CH2:5][N:4]([C:31](=[O:33])[CH2:32][C:27]([CH3:34])([CH3:26])[C:28]([OH:30])=[O:29])[CH2:3][CH2:2]4)=[N:12][CH:11]=3)=[O:15])[S:20][C:19]=2[CH:21]=[CH:22][CH:23]=1. The yield is 0.890. (4) The reactants are [OH-].[K+].COC([N:7]1[C:15]2[C:10](=[CH:11][CH:12]=[CH:13][CH:14]=2)[C:9]([CH:16]([C:18]([O:20]CC)=[O:19])[CH3:17])=[CH:8]1)=O. The catalyst is O.CO. The product is [NH:7]1[C:15]2[C:10](=[CH:11][CH:12]=[CH:13][CH:14]=2)[C:9]([CH:16]([CH3:17])[C:18]([OH:20])=[O:19])=[CH:8]1. The yield is 0.890. (5) The reactants are [S:1]1[C:9]2[C:4](=[N:5][CH:6]=[CH:7][C:8]=2O)[CH:3]=[CH:2]1.P(Br)(Br)([Br:13])=O.[OH-].[Na+]. No catalyst specified. The product is [Br:13][C:8]1[CH:7]=[CH:6][N:5]=[C:4]2[CH:3]=[CH:2][S:1][C:9]=12. The yield is 0.590.